This data is from Reaction yield outcomes from USPTO patents with 853,638 reactions. The task is: Predict the reaction yield, written as a fraction of the theoretical maximum amount of product (1.0 means a 100% yield; for example, 0.34 means a 34% yield). (1) The yield is 0.680. The product is [CH:23]1([C:20]2[CH:19]=[N:18][C:17]([N:14]3[CH2:15][CH2:16][CH:11]([C:8]4([CH3:10])[CH2:7][C:6]5[CH:26]=[C:2]([C:35]6[CH2:40][CH2:39][N:38]([C:41]([O:43][C:44]([CH3:47])([CH3:46])[CH3:45])=[O:42])[CH2:37][CH:36]=6)[CH:3]=[CH:4][C:5]=5[O:9]4)[CH2:12][CH2:13]3)=[N:22][CH:21]=2)[CH2:25][CH2:24]1. The reactants are Br[C:2]1[CH:3]=[CH:4][C:5]2[O:9][C:8]([CH:11]3[CH2:16][CH2:15][N:14]([C:17]4[N:22]=[CH:21][C:20]([CH:23]5[CH2:25][CH2:24]5)=[CH:19][N:18]=4)[CH2:13][CH2:12]3)([CH3:10])[CH2:7][C:6]=2[CH:26]=1.CC1(C)C(C)(C)OB([C:35]2[CH2:40][CH2:39][N:38]([C:41]([O:43][C:44]([CH3:47])([CH3:46])[CH3:45])=[O:42])[CH2:37][CH:36]=2)O1.C([O-])([O-])=O.[K+].[K+]. The catalyst is O1CCOCC1.O.C1C=CC([P]([Pd]([P](C2C=CC=CC=2)(C2C=CC=CC=2)C2C=CC=CC=2)([P](C2C=CC=CC=2)(C2C=CC=CC=2)C2C=CC=CC=2)[P](C2C=CC=CC=2)(C2C=CC=CC=2)C2C=CC=CC=2)(C2C=CC=CC=2)C2C=CC=CC=2)=CC=1. (2) The reactants are [Cl:1][C:2]1[CH:7]=[CH:6][C:5]([NH:8][C:9]2[C:10]([C:19]([NH:21][NH2:22])=[O:20])=[CH:11][C:12]3[NH:16][CH:15]=[N:14][C:13]=3[C:17]=2[F:18])=[C:4]([CH3:23])[CH:3]=1.[C:24](Cl)(Cl)=[O:25]. The catalyst is C1(C)C=CC=CC=1. The product is [Cl:1][C:2]1[CH:7]=[CH:6][C:5]([NH:8][C:9]2[C:10]([C:19]3[O:20][C:24]([OH:25])=[N:22][N:21]=3)=[CH:11][C:12]3[NH:16][CH:15]=[N:14][C:13]=3[C:17]=2[F:18])=[C:4]([CH3:23])[CH:3]=1. The yield is 0.990. (3) The reactants are C(O)(C(F)(F)F)=O.[CH3:8][N:9]1[CH2:14][CH2:13][N:12]([CH2:15][CH:16]2[CH2:21][CH2:20][N:19](C(OC(C)(C)C)=O)[CH2:18][CH2:17]2)[C:11](=[O:29])[CH2:10]1. The catalyst is C(Cl)Cl. The product is [CH3:8][N:9]1[CH2:14][CH2:13][N:12]([CH2:15][CH:16]2[CH2:21][CH2:20][NH:19][CH2:18][CH2:17]2)[C:11](=[O:29])[CH2:10]1. The yield is 0.980. (4) The reactants are Br[C:2]1(Br)[C:4]2([CH2:8][C@@H:7]([C:9]([OH:11])=[O:10])[N:6]([C:12]([O:14][C:15]([CH3:18])([CH3:17])[CH3:16])=[O:13])[CH2:5]2)[CH2:3]1.C[Si]([SiH]([Si](C)(C)C)[Si](C)(C)C)(C)C.CC(N=NC(C#N)(C)C)(C#N)C. The catalyst is C1(C)C=CC=CC=1.CCOC(C)=O. The product is [C:15]([O:14][C:12]([N:6]1[C@H:7]([C:9]([OH:11])=[O:10])[CH2:8][C:4]2([CH2:3][CH2:2]2)[CH2:5]1)=[O:13])([CH3:18])([CH3:16])[CH3:17]. The yield is 0.390. (5) The reactants are [CH2:1]([S:3][C:4]1[C:9]([C:10]([NH:12][CH2:13][C:14]2[CH:19]=[CH:18][CH:17]=[C:16]([F:20])[CH:15]=2)=[O:11])=[C:8]([CH3:21])[CH:7]=[C:6]([NH:22][CH3:23])[N:5]=1)[CH3:2].CCN(C(C)C)C(C)C.Cl[CH2:34][C:35](=[O:37])[CH3:36].[OH-].[Na+]. The catalyst is CN1C(=O)CCC1.CCOC(C)=O. The product is [CH2:1]([S:3][C:4]1[C:9]([C:10]([NH:12][CH2:13][C:14]2[CH:19]=[CH:18][CH:17]=[C:16]([F:20])[CH:15]=2)=[O:11])=[C:8]([CH3:21])[CH:7]=[C:6]([N:22]([CH3:23])[CH2:34][C:35](=[O:37])[CH3:36])[N:5]=1)[CH3:2]. The yield is 0.300. (6) The reactants are [N+:1]([O-:4])(O)=[O:2].[F:5][C:6]([F:15])([F:14])[C:7]1[CH:12]=[CH:11][CH:10]=[CH:9][C:8]=1[OH:13]. The catalyst is C(#N)C.O. The product is [N+:1]([C:9]1[CH:10]=[CH:11][CH:12]=[C:7]([C:6]([F:15])([F:14])[F:5])[C:8]=1[OH:13])([O-:4])=[O:2]. The yield is 0.330. (7) The reactants are [Cl:1][C:2]1[CH:11]=[CH:10][CH:9]=[C:8]2[C:3]=1[C:4](=[O:21])[N:5]([C:14]1[CH:19]=[CH:18][CH:17]=[CH:16][C:15]=1[F:20])[C:6]([CH2:12]Cl)=[N:7]2.[N:22]1[C:30]([NH2:31])=[C:29]2[C:25]([N:26]=[CH:27][NH:28]2)=[N:24][CH:23]=1.C([O-])([O-])=O.[K+].[K+]. The catalyst is CN(C=O)C. The product is [NH2:31][C:30]1[N:22]=[CH:23][N:24]=[C:25]2[C:29]=1[N:28]=[CH:27][N:26]2[CH2:12][C:6]1[N:5]([C:14]2[CH:19]=[CH:18][CH:17]=[CH:16][C:15]=2[F:20])[C:4](=[O:21])[C:3]2[C:8](=[CH:9][CH:10]=[CH:11][C:2]=2[Cl:1])[N:7]=1. The yield is 0.500. (8) The catalyst is CO. The yield is 0.812. The reactants are C([O:5][C:6](=[O:26])[CH2:7][C@@H:8]([NH:16]S(C1C=CC(C)=CC=1)=O)[C@H:9]([CH3:15])[C@H:10]([CH3:14])[CH2:11][CH2:12][CH3:13])(C)(C)C.FC(F)(F)C(O)=O. The product is [NH2:16][C@@H:8]([C@H:9]([CH3:15])[C@H:10]([CH3:14])[CH2:11][CH2:12][CH3:13])[CH2:7][C:6]([OH:26])=[O:5].